Dataset: Reaction yield outcomes from USPTO patents with 853,638 reactions. Task: Predict the reaction yield, written as a fraction of the theoretical maximum amount of product (1.0 means a 100% yield; for example, 0.34 means a 34% yield). The reactants are CN1CCOCC1.[NH2:8][C@H:9]([C:25]([NH:27][C@H:28]([C:33]([NH:35][C@H:36]([C:41]([O:43][CH3:44])=[O:42])[CH2:37][CH:38]([CH3:40])[CH3:39])=[O:34])[CH2:29][CH:30]([CH3:32])[CH3:31])=[O:26])[CH2:10][CH2:11][CH2:12][CH2:13][NH:14][C:15]([O:17][CH2:18][C:19]1[CH:24]=[CH:23][CH:22]=[CH:21][CH:20]=1)=[O:16].Cl.C1C=CC2N(O)N=NC=2C=1.[NH:56]([C:73]([O:75][C:76]([CH3:79])([CH3:78])[CH3:77])=[O:74])[C@H:57]([C:62]([NH:64][C@H:65]([C:70](O)=[O:71])[CH2:66][CH:67]([CH3:69])[CH3:68])=[O:63])[CH2:58][CH:59]([CH3:61])[CH3:60].CC(C)N=C=NC(C)C. The catalyst is CN(C=O)C.O. The product is [NH:56]([C:73]([O:75][C:76]([CH3:79])([CH3:78])[CH3:77])=[O:74])[C@H:57]([C:62]([NH:64][C@H:65]([C:70]([NH:8][C@H:9]([C:25]([NH:27][C@H:28]([C:33]([NH:35][C@H:36]([C:41]([O:43][CH3:44])=[O:42])[CH2:37][CH:38]([CH3:39])[CH3:40])=[O:34])[CH2:29][CH:30]([CH3:31])[CH3:32])=[O:26])[CH2:10][CH2:11][CH2:12][CH2:13][NH:14][C:15]([O:17][CH2:18][C:19]1[CH:20]=[CH:21][CH:22]=[CH:23][CH:24]=1)=[O:16])=[O:71])[CH2:66][CH:67]([CH3:68])[CH3:69])=[O:63])[CH2:58][CH:59]([CH3:61])[CH3:60]. The yield is 0.864.